From a dataset of Forward reaction prediction with 1.9M reactions from USPTO patents (1976-2016). Predict the product of the given reaction. (1) Given the reactants [Cl:1][C:2]1[CH:7]=[CH:6][N:5]=[C:4]2[CH:8]=[CH:9][S:10][C:3]=12.C([Li])CCC.Cl[C:17]([O:19][CH3:20])=[O:18].CO, predict the reaction product. The product is: [Cl:1][C:2]1[CH:7]=[CH:6][N:5]=[C:4]2[CH:8]=[C:9]([C:17]([O:19][CH3:20])=[O:18])[S:10][C:3]=12. (2) The product is: [NH2:32][C@H:27]1[CH2:28][C@@H:29]([CH3:31])[CH2:30][N:25]([C:24]2[CH:23]=[CH:22][N:21]=[CH:20][C:19]=2[NH:18][C:15]2[N:13]3[N:14]=[C:9]([C:3]4[C:4]([F:8])=[CH:5][CH:6]=[CH:7][C:2]=4[F:1])[CH:10]=[CH:11][C:12]3=[CH:17][N:16]=2)[CH2:26]1. Given the reactants [F:1][C:2]1[CH:7]=[CH:6][CH:5]=[C:4]([F:8])[C:3]=1[C:9]1[CH:10]=[CH:11][C:12]2[N:13]([C:15]([NH:18][C:19]3[CH:20]=[N:21][CH:22]=[CH:23][C:24]=3[N:25]3[CH2:30][C@@H:29]([CH3:31])[CH2:28][C@@H:27]([NH:32]C(=O)OC(C)(C)C)[CH2:26]3)=[N:16][CH:17]=2)[N:14]=1.C(O)(C(F)(F)F)=O, predict the reaction product. (3) The product is: [C:10]([O:13][CH2:14][CH2:15][CH2:16][CH:17]([F:7])[CH2:18][CH2:19][CH2:20][O:21][C:22](=[O:24])[CH3:23])(=[O:12])[CH3:11]. Given the reactants C(N(S(F)(F)[F:7])CC)C.[C:10]([O:13][CH2:14][CH2:15][CH2:16][CH:17](O)[CH2:18][CH2:19][CH2:20][O:21][C:22](=[O:24])[CH3:23])(=[O:12])[CH3:11], predict the reaction product. (4) Given the reactants [CH2:1]([O:3][C:4]1[N:9]=[C:8]([C:10]([O:12]CC)=[O:11])[CH:7]=[CH:6][C:5]=1[NH:15][C:16]([C:18]1[C:22]2[C:23](=[O:33])[N:24]([CH2:29][CH2:30][O:31][CH3:32])[C:25]([CH3:28])([CH3:27])[CH2:26][C:21]=2[O:20][CH:19]=1)=[O:17])[CH3:2].O1CCCC1.O.[OH-].[Li+].Cl, predict the reaction product. The product is: [CH2:1]([O:3][C:4]1[N:9]=[C:8]([C:10]([OH:12])=[O:11])[CH:7]=[CH:6][C:5]=1[NH:15][C:16]([C:18]1[C:22]2[C:23](=[O:33])[N:24]([CH2:29][CH2:30][O:31][CH3:32])[C:25]([CH3:27])([CH3:28])[CH2:26][C:21]=2[O:20][CH:19]=1)=[O:17])[CH3:2]. (5) Given the reactants [CH:1]1([N:6]2[CH2:11][CH2:10][N:9]([C:12]([C:14]3[CH:15]=[C:16]4[C:20](=[CH:21][CH:22]=3)[NH:19][C:18]([C:23]([N:25]3[CH2:30][CH2:29][C:28]([F:32])([F:31])[CH2:27][CH2:26]3)=[O:24])=[CH:17]4)=[O:13])[CH2:8][CH2:7]2)[CH2:5][CH2:4][CH2:3][CH2:2]1.[H-].[Na+].[CH3:35][S:36](Cl)(=[O:38])=[O:37], predict the reaction product. The product is: [CH:1]1([N:6]2[CH2:7][CH2:8][N:9]([C:12]([C:14]3[CH:15]=[C:16]4[C:20](=[CH:21][CH:22]=3)[N:19]([S:36]([CH3:35])(=[O:38])=[O:37])[C:18]([C:23]([N:25]3[CH2:26][CH2:27][C:28]([F:31])([F:32])[CH2:29][CH2:30]3)=[O:24])=[CH:17]4)=[O:13])[CH2:10][CH2:11]2)[CH2:5][CH2:4][CH2:3][CH2:2]1. (6) Given the reactants [C:1](Cl)(=[O:8])[C:2]1[CH:7]=[CH:6][CH:5]=[CH:4][CH:3]=1.[CH3:10][CH:11]([S:13][C@@H:14]1[O:19][C@H:18]([CH2:20][OH:21])[C@H:17]([OH:22])[C@H:16]([OH:23])[C@H:15]1[OH:24])[CH3:12], predict the reaction product. The product is: [C:1]([O:24][C@@H:15]1[C@@H:16]([O:23][C:1](=[O:8])[C:2]2[CH:7]=[CH:6][CH:5]=[CH:4][CH:3]=2)[C@@H:17]([O:22][C:1](=[O:8])[C:2]2[CH:7]=[CH:6][CH:5]=[CH:4][CH:3]=2)[C@@H:18]([CH2:20][O:21][C:1](=[O:8])[C:2]2[CH:7]=[CH:6][CH:5]=[CH:4][CH:3]=2)[O:19][C@H:14]1[S:13][CH:11]([CH3:10])[CH3:12])(=[O:8])[C:2]1[CH:7]=[CH:6][CH:5]=[CH:4][CH:3]=1.